From a dataset of Peptide-MHC class I binding affinity with 185,985 pairs from IEDB/IMGT. Regression. Given a peptide amino acid sequence and an MHC pseudo amino acid sequence, predict their binding affinity value. This is MHC class I binding data. (1) The peptide sequence is SIQFFGEL. The MHC is H-2-Kb with pseudo-sequence H-2-Kb. The binding affinity (normalized) is 0.815. (2) The peptide sequence is AAVDLSHFL. The MHC is HLA-A31:01 with pseudo-sequence HLA-A31:01. The binding affinity (normalized) is 0.00808. (3) The peptide sequence is RYPLTLGW. The MHC is HLA-B15:01 with pseudo-sequence HLA-B15:01. The binding affinity (normalized) is 0. (4) The peptide sequence is RYRQVLSPL. The MHC is HLA-B45:06 with pseudo-sequence HLA-B45:06. The binding affinity (normalized) is 0.213. (5) The peptide sequence is TTTPGGRPPYL. The MHC is H-2-Kd with pseudo-sequence H-2-Kd. The binding affinity (normalized) is 0. (6) The peptide sequence is RVPVSCAVY. The MHC is HLA-A02:01 with pseudo-sequence HLA-A02:01. The binding affinity (normalized) is 0.00356. (7) The peptide sequence is RPNNNTRKSI. The MHC is HLA-B27:05 with pseudo-sequence HLA-B27:05. The binding affinity (normalized) is 0. (8) The peptide sequence is GRNQFVDGL. The MHC is HLA-A29:02 with pseudo-sequence HLA-A29:02. The binding affinity (normalized) is 0.213.